The task is: Predict which catalyst facilitates the given reaction.. This data is from Catalyst prediction with 721,799 reactions and 888 catalyst types from USPTO. (1) Reactant: [O:1]1[CH:10]2[CH:5]([NH:6][CH2:7][CH2:8][CH2:9]2)[O:4][CH2:3][CH2:2]1.[NH:11]1[CH:15]=[C:14]([C:16]2[S:20][CH:19]=[C:18]([C:21](O)=[O:22])[CH:17]=2)[CH:13]=[N:12]1.CCN(C(C)C)C(C)C.CN(C(ON1N=NC2C=CC=NC1=2)=[N+](C)C)C.F[P-](F)(F)(F)(F)F. Product: [O:4]1[CH:9]2[CH:10]([CH2:5][N:6]([C:21]([C:18]3[CH:17]=[C:16]([C:14]4[CH:15]=[N:11][NH:12][CH:13]=4)[S:20][CH:19]=3)=[O:22])[CH2:7][CH2:8]2)[O:1][CH2:2][CH2:3]1. The catalyst class is: 10. (2) Reactant: [C:1]([O:5][C:6]([N:8]1[CH2:13][CH2:12][C@H:11]([O:14][C:15]2[CH:20]=[CH:19][CH:18]=[C:17]([NH2:21])[CH:16]=2)[CH2:10][C@@H:9]1[CH3:22])=[O:7])([CH3:4])([CH3:3])[CH3:2].C(N(CC)CC)C.[Cl:30][C:31]1[CH:39]=[C:38]([F:40])[CH:37]=[CH:36][C:32]=1[C:33](Cl)=[O:34]. Product: [C:1]([O:5][C:6]([N:8]1[CH2:13][CH2:12][C@H:11]([O:14][C:15]2[CH:20]=[CH:19][CH:18]=[C:17]([NH:21][C:33](=[O:34])[C:32]3[CH:36]=[CH:37][C:38]([F:40])=[CH:39][C:31]=3[Cl:30])[CH:16]=2)[CH2:10][C@@H:9]1[CH3:22])=[O:7])([CH3:4])([CH3:2])[CH3:3]. The catalyst class is: 1. (3) Reactant: [CH3:1][O:2][C:3]1[CH:9]=[CH:8][C:6]([NH2:7])=[C:5]([CH3:10])[CH:4]=1.[C:11]([N:19]=[C:20]=[S:21])(=[O:18])[C:12]1[CH:17]=[CH:16][CH:15]=[CH:14][CH:13]=1. Product: [CH3:1][O:2][C:3]1[CH:9]=[CH:8][C:6]([NH:7][C:20]([NH:19][C:11](=[O:18])[C:12]2[CH:13]=[CH:14][CH:15]=[CH:16][CH:17]=2)=[S:21])=[C:5]([CH3:10])[CH:4]=1. The catalyst class is: 21. (4) Reactant: [I:1]I.C(ON=O)(C)(C)C.N[C:11]1[CH:12]=[C:13]([CH:18]=[CH:19][C:20]=1[CH3:21])[C:14]([O:16][CH3:17])=[O:15].[O-]S([O-])=O.[Na+].[Na+]. Product: [I:1][C:11]1[CH:12]=[C:13]([CH:18]=[CH:19][C:20]=1[CH3:21])[C:14]([O:16][CH3:17])=[O:15]. The catalyst class is: 144. (5) Reactant: [Cl:1][C:2]1[CH:16]=[CH:15][C:5]([O:6][C:7]2[CH:8]=[C:9]([CH:12]=[CH:13][CH:14]=2)[CH:10]=O)=[CH:4][CH:3]=1.[C@@H:17]1([NH2:27])[C:26]2[C:21](=[CH:22][CH:23]=[CH:24][CH:25]=2)[CH2:20][CH2:19][CH2:18]1.[BH4-].[Na+]. Product: [Cl:1][C:2]1[CH:16]=[CH:15][C:5]([O:6][C:7]2[CH:8]=[C:9]([CH:12]=[CH:13][CH:14]=2)[CH2:10][NH:27][C@@H:17]2[C:26]3[C:21](=[CH:22][CH:23]=[CH:24][CH:25]=3)[CH2:20][CH2:19][CH2:18]2)=[CH:4][CH:3]=1. The catalyst class is: 8. (6) Reactant: [CH3:1][O:2][C:3]1[CH:4]=[C:5]([C:9]2(O)[CH2:14][CH2:13][CH2:12][CH2:11][CH2:10]2)[CH:6]=[CH:7][CH:8]=1.[N-:16]=[N+:17]=[N-:18].[Na+].C(O)(C(F)(F)F)=O. Product: [N:16]([C:9]1([C:5]2[CH:6]=[CH:7][CH:8]=[C:3]([O:2][CH3:1])[CH:4]=2)[CH2:14][CH2:13][CH2:12][CH2:11][CH2:10]1)=[N+:17]=[N-:18]. The catalyst class is: 2. (7) Reactant: [C:1]1([CH:7]([C:30]2[CH:35]=[CH:34][CH:33]=[CH:32][CH:31]=2)[CH2:8][NH:9][C:10]2[N:18]=[C:17]([C:19]([O:21][CH2:22][CH3:23])=[O:20])[N:16]=[C:15]3[C:11]=2[N:12]=[CH:13][N:14]3C2CCCCO2)[CH:6]=[CH:5][CH:4]=[CH:3][CH:2]=1.FC(F)(F)C(O)=O. Product: [C:30]1([CH:7]([C:1]2[CH:6]=[CH:5][CH:4]=[CH:3][CH:2]=2)[CH2:8][NH:9][C:10]2[N:18]=[C:17]([C:19]([O:21][CH2:22][CH3:23])=[O:20])[N:16]=[C:15]3[C:11]=2[N:12]=[CH:13][NH:14]3)[CH:31]=[CH:32][CH:33]=[CH:34][CH:35]=1. The catalyst class is: 8. (8) Reactant: [CH:1]([N:4]([CH2:8]C)[CH:5](C)C)(C)C.[NH2:10][C:11]1[CH:16]=[CH:15][C:14]([C:17](=[O:38])[CH2:18][N:19]2[C:23]3[CH:24]=[CH:25][CH:26]=[CH:27][C:22]=3[N:21]=[C:20]2[C:28]2[C:29]([NH:33][CH2:34][CH2:35][C:36]#[N:37])=[N:30][O:31][N:32]=2)=[CH:13][CH:12]=1.P(Cl)(Cl)(Cl)=O.[Cl-].[NH4+]. Product: [C:36]([CH2:35][CH2:34][NH:33][C:29]1[C:28]([C:20]2[N:19]([CH2:18][C:17]([C:14]3[CH:13]=[CH:12][C:11]([N:10]=[CH:1][N:4]([CH3:8])[CH3:5])=[CH:16][CH:15]=3)=[O:38])[C:23]3[CH:24]=[CH:25][CH:26]=[CH:27][C:22]=3[N:21]=2)=[N:32][O:31][N:30]=1)#[N:37]. The catalyst class is: 9. (9) Reactant: [C:1]([O:5][C:6]([N:8]([C:46]([O:48][C:49]([CH3:52])([CH3:51])[CH3:50])=[O:47])[C:9]1[C:14]([C:15]2[O:19][N:18]=[C:17]([C:20]3[CH:25]=[CH:24][C:23]([CH2:26][N:27]([CH3:35])[C:28](=[O:34])[O:29][C:30]([CH3:33])([CH3:32])[CH3:31])=[CH:22][C:21]=3[F:36])[CH:16]=2)=[CH:13][C:12](B2OC(C)(C)C(C)(C)O2)=[CH:11][N:10]=1)=[O:7])([CH3:4])([CH3:3])[CH3:2].Br[C:54]1[CH:59]=[CH:58][C:57]([S:60]([CH:63]([CH3:65])[CH3:64])(=[O:62])=[O:61])=[CH:56][N:55]=1.C([O-])([O-])=O.[Na+].[Na+]. Product: [C:49]([O:48][C:46]([N:8]([C:6]([O:5][C:1]([CH3:2])([CH3:3])[CH3:4])=[O:7])[C:9]1[C:14]([C:15]2[O:19][N:18]=[C:17]([C:20]3[CH:25]=[CH:24][C:23]([CH2:26][N:27]([CH3:35])[C:28](=[O:34])[O:29][C:30]([CH3:31])([CH3:33])[CH3:32])=[CH:22][C:21]=3[F:36])[CH:16]=2)=[CH:13][C:12]([C:54]2[CH:59]=[CH:58][C:57]([S:60]([CH:63]([CH3:65])[CH3:64])(=[O:61])=[O:62])=[CH:56][N:55]=2)=[CH:11][N:10]=1)=[O:47])([CH3:51])([CH3:50])[CH3:52]. The catalyst class is: 233. (10) Reactant: [O:1]1[C:6]2=[CH:7][C:8]3[C:9](=[O:15])[C:10](=[O:14])[NH:11][C:12]=3[CH:13]=[C:5]2[O:4][CH2:3][CH2:2]1.C(=O)([O-])[O-].[Cs+].[Cs+].CC1C=CC(S(O[CH2:33][C@H:34]2[CH2:38][CH2:37][CH2:36][O:35]2)(=O)=O)=CC=1.[I-].[K+].Cl. Product: [O:35]1[CH2:36][CH2:37][CH2:38][C@@H:34]1[CH2:33][N:11]1[C:12]2[CH:13]=[C:5]3[O:4][CH2:3][CH2:2][O:1][C:6]3=[CH:7][C:8]=2[C:9](=[O:15])[C:10]1=[O:14]. The catalyst class is: 9.